Dataset: CYP1A2 inhibition data for predicting drug metabolism from PubChem BioAssay. Task: Regression/Classification. Given a drug SMILES string, predict its absorption, distribution, metabolism, or excretion properties. Task type varies by dataset: regression for continuous measurements (e.g., permeability, clearance, half-life) or binary classification for categorical outcomes (e.g., BBB penetration, CYP inhibition). Dataset: cyp1a2_veith. The drug is Cc1ccc2c(c1)[C@@H]1CN(C)CC[C@@H]1N2S(=O)(=O)c1ccc([N+](=O)[O-])cc1.Cl. The result is 0 (non-inhibitor).